From a dataset of Catalyst prediction with 721,799 reactions and 888 catalyst types from USPTO. Predict which catalyst facilitates the given reaction. (1) Reactant: [O:1]1CCC(C(O)=O)C1.[CH:9]1([N:15]=[C:16]=[N:17][CH:18]2[CH2:23][CH2:22][CH2:21][CH2:20][CH2:19]2)[CH2:14][CH2:13][CH2:12][CH2:11][CH2:10]1.C(N(CC)CC)C. Product: [CH:18]1([NH:17][C:16](=[O:1])[NH:15][CH:9]2[CH2:10][CH2:11][CH2:12][CH2:13][CH2:14]2)[CH2:23][CH2:22][CH2:21][CH2:20][CH2:19]1. The catalyst class is: 4. (2) Reactant: C1COCC1.[C:6]1([Mg]Br)[CH:11]=[CH:10][CH:9]=[CH:8][CH:7]=1.Cl[C:15]1[CH:20]=[CH:19][CH:18]=[CH:17][C:16]=1[CH:21]1[O:25][CH2:24][CH2:23][O:22]1.C(OCC)C. Product: [C:19]1([C:6]2[CH:11]=[CH:10][CH:9]=[CH:8][CH:7]=2)[CH:18]=[CH:17][C:16]([CH:21]2[O:25][CH2:24][CH2:23][O:22]2)=[CH:15][CH:20]=1. The catalyst class is: 81. (3) Reactant: [CH2:1]([C:3]1[CH:8]=[CH:7][CH:6]=[C:5]([CH2:9][CH3:10])[C:4]=1[C:11]1[N:16]=[C:15]([C:17]2[CH2:22][CH2:21][N:20]([CH2:23][C:24]([NH2:26])=[O:25])[CH2:19][CH:18]=2)[C:14]([CH2:27][O:28][C:29]2[CH:34]=[C:33]([CH:35]([CH3:37])[CH3:36])[CH:32]=[CH:31][C:30]=2[CH3:38])=[C:13]([CH3:39])[N:12]=1)[CH3:2]. Product: [CH2:1]([C:3]1[CH:8]=[CH:7][CH:6]=[C:5]([CH2:9][CH3:10])[C:4]=1[C:11]1[N:16]=[C:15]([CH:17]2[CH2:22][CH2:21][N:20]([CH2:23][C:24]([NH2:26])=[O:25])[CH2:19][CH2:18]2)[C:14]([CH2:27][O:28][C:29]2[CH:34]=[C:33]([CH:35]([CH3:37])[CH3:36])[CH:32]=[CH:31][C:30]=2[CH3:38])=[C:13]([CH3:39])[N:12]=1)[CH3:2]. The catalyst class is: 99. (4) Reactant: [Br:1][C:2]1[CH:3]=[CH:4][C:5]([F:35])=[C:6]([C@:8]2([CH3:34])[CH:14]3[C@:12]([C:15]([OH:17])=O)([CH2:13]3)[S:11][C:10]([N:18]([C:27]([O:29][C:30]([CH3:33])([CH3:32])[CH3:31])=[O:28])[CH2:19][O:20][CH2:21][CH2:22][Si:23]([CH3:26])([CH3:25])[CH3:24])=[N:9]2)[CH:7]=1.C(N1C=CN=C1)(N1C=CN=C1)=O.[CH:48]1([NH2:51])[CH2:50][CH2:49]1.CCOC(C)=O. Product: [C:30]([O:29][C:27](=[O:28])[N:18]([C:10]1[S:11][C@:12]2([C:15](=[O:17])[NH:51][CH:48]3[CH2:50][CH2:49]3)[C@H:14]([C@:8]([C:6]3[CH:7]=[C:2]([Br:1])[CH:3]=[CH:4][C:5]=3[F:35])([CH3:34])[N:9]=1)[CH2:13]2)[CH2:19][O:20][CH2:21][CH2:22][Si:23]([CH3:24])([CH3:25])[CH3:26])([CH3:32])([CH3:33])[CH3:31]. The catalyst class is: 220. (5) Reactant: [CH3:1][C:2]1[CH:3]=[CH:4][C:5]([N+:10]([O-])=O)=[C:6]([CH:9]=1)[C:7]#[N:8].S(S([O-])(=O)=O)([O-])(=O)=O.[Na+].[Na+].O. Product: [NH2:10][C:5]1[CH:4]=[CH:3][C:2]([CH3:1])=[CH:9][C:6]=1[C:7]#[N:8]. The catalyst class is: 10. (6) Reactant: [CH:1]1[CH:6]=[CH:5][C:4]([NH:7][C:8]2[CH:13]=[CH:12][C:11]([NH2:14])=[CH:10][CH:9]=2)=[CH:3][CH:2]=1.[N+:15]([C:18]1[CH:23]=[CH:22][C:21]([CH2:24][C:25](O)=[O:26])=[CH:20][CH:19]=1)([O-:17])=[O:16].OC1C2N=NNC=2C=CC=1.C1(N=C=NC2CCCCC2)CCCCC1. Product: [N+:15]([C:18]1[CH:19]=[CH:20][C:21]([CH2:24][C:25]([NH:14][C:11]2[CH:12]=[CH:13][C:8]([NH:7][C:4]3[CH:3]=[CH:2][CH:1]=[CH:6][CH:5]=3)=[CH:9][CH:10]=2)=[O:26])=[CH:22][CH:23]=1)([O-:17])=[O:16]. The catalyst class is: 1. (7) Product: [C:1]([O:5][C:6]([CH:8]1[CH2:14][CH2:13][C:12]2[CH:15]=[CH:16][C:17]([O:19][CH3:20])=[CH:18][C:11]=2[N:10]([CH2:29][C:30]#[N:31])[C:9]1=[O:21])=[O:7])([CH3:4])([CH3:3])[CH3:2]. The catalyst class is: 10. Reactant: [C:1]([O:5][C:6]([CH:8]1[CH2:14][CH2:13][C:12]2[CH:15]=[CH:16][C:17]([O:19][CH3:20])=[CH:18][C:11]=2[NH:10][C:9]1=[O:21])=[O:7])([CH3:4])([CH3:3])[CH3:2].C(=O)([O-])[O-].[Cs+].[Cs+].I[CH2:29][C:30]#[N:31].O.